Dataset: Reaction yield outcomes from USPTO patents with 853,638 reactions. Task: Predict the reaction yield, written as a fraction of the theoretical maximum amount of product (1.0 means a 100% yield; for example, 0.34 means a 34% yield). The reactants are [Cl:1][C:2]1[C:11](/[CH:12]=C/C2C=CC=CC=2)=[N:10][C:9]2[NH:8][C:7](=[O:20])[CH2:6][O:5][C:4]=2[CH:3]=1.CSC.CN(C=[O:28])C. The catalyst is CO. The product is [Cl:1][C:2]1[C:11]([CH:12]=[O:28])=[N:10][C:9]2[NH:8][C:7](=[O:20])[CH2:6][O:5][C:4]=2[CH:3]=1. The yield is 0.680.